Dataset: Full USPTO retrosynthesis dataset with 1.9M reactions from patents (1976-2016). Task: Predict the reactants needed to synthesize the given product. (1) Given the product [N:3]1([CH:7]2[CH2:10][N:9]([C:25]([NH:26][C:36]3[CH:41]=[C:40]([O:42][C:43]4[CH:48]=[CH:47][C:46]([NH:49][C:50]([C:52]5([C:55]([NH:56][C:57]6[CH:58]=[CH:59][C:60]([F:63])=[CH:61][CH:62]=6)=[O:64])[CH2:54][CH2:53]5)=[O:51])=[C:45]([F:65])[CH:44]=4)[CH:39]=[CH:38][N:37]=3)=[O:24])[CH2:8]2)[CH2:6][CH2:5][CH2:4]1, predict the reactants needed to synthesize it. The reactants are: Cl.Cl.[N:3]1([CH:7]2[CH2:10][NH:9][CH2:8]2)[CH2:6][CH2:5][CH2:4]1.C(N(CC)CC)C.C1([O:24][C:25](=O)[N:26]([C:36]2[CH:41]=[C:40]([O:42][C:43]3[CH:48]=[CH:47][C:46]([NH:49][C:50]([C:52]4([C:55](=[O:64])[NH:56][C:57]5[CH:62]=[CH:61][C:60]([F:63])=[CH:59][CH:58]=5)[CH2:54][CH2:53]4)=[O:51])=[C:45]([F:65])[CH:44]=3)[CH:39]=[CH:38][N:37]=2)C(OC2C=CC=CC=2)=O)C=CC=CC=1. (2) Given the product [C:10]([O:9][C:8]([NH:7][CH:4]1[CH2:3][CH2:2][N:1]([C:19](=[O:27])[CH2:20][CH2:21][C:22]([O:24][CH2:25][CH3:26])=[O:23])[CH2:6][CH2:5]1)=[O:14])([CH3:11])([CH3:13])[CH3:12], predict the reactants needed to synthesize it. The reactants are: [NH:1]1[CH2:6][CH2:5][CH:4]([NH:7][C:8](=[O:14])[O:9][C:10]([CH3:13])([CH3:12])[CH3:11])[CH2:3][CH2:2]1.ClCCl.Cl[C:19](=[O:27])[CH2:20][CH2:21][C:22]([O:24][CH2:25][CH3:26])=[O:23]. (3) Given the product [C:13]([N:20]1[CH2:21][CH2:22][CH:23]([CH2:26][CH2:27][CH2:28][O:1][C:2]2[CH:3]=[C:4]([CH2:8][C:9]([O:11][CH3:12])=[O:10])[CH:5]=[CH:6][CH:7]=2)[CH2:24][CH2:25]1)([O:15][C:16]([CH3:19])([CH3:18])[CH3:17])=[O:14], predict the reactants needed to synthesize it. The reactants are: [OH:1][C:2]1[CH:3]=[C:4]([CH2:8][C:9]([O:11][CH3:12])=[O:10])[CH:5]=[CH:6][CH:7]=1.[C:13]([N:20]1[CH2:25][CH2:24][CH:23]([CH2:26][CH2:27][CH2:28]O)[CH2:22][CH2:21]1)([O:15][C:16]([CH3:19])([CH3:18])[CH3:17])=[O:14].C1(P(C2C=CC=CC=2)C2C=CC=CC=2)C=CC=CC=1.N(C(OC(C)C)=O)=NC(OC(C)C)=O. (4) Given the product [C:47]([C:11]1[N:12]2[CH2:17][CH2:16][N:15]([CH2:18][C:19]3[CH:24]=[CH:23][C:22]([F:25])=[CH:21][CH:20]=3)[C:14](=[O:26])[C:13]2=[C:9]([O:8][CH2:1][C:2]2[CH:7]=[CH:6][CH:5]=[CH:4][CH:3]=2)[C:10]=1[C:28]([O:30][CH2:31][CH3:32])=[O:29])(=[O:49])[CH3:48], predict the reactants needed to synthesize it. The reactants are: [CH2:1]([O:8][C:9]1[C:10]([C:28]([O:30][CH2:31][CH3:32])=[O:29])=[C:11](Br)[N:12]2[CH2:17][CH2:16][N:15]([CH2:18][C:19]3[CH:24]=[CH:23][C:22]([F:25])=[CH:21][CH:20]=3)[C:14](=[O:26])[C:13]=12)[C:2]1[CH:7]=[CH:6][CH:5]=[CH:4][CH:3]=1.CN(C1CCCCC1)C1CCCCC1.[CH:47]([O:49]CCCC)=[CH2:48].C(P(C(C)(C)C)C(C)(C)C)(C)(C)C.Cl. (5) Given the product [Cl:32][C:27]1[CH:26]=[C:25]([NH:24][C:23]([C:20]2[CH:21]=[CH:22][C:17]([N:14]3[CH2:13][CH2:12][N:11]([C:8]4[CH:9]=[CH:10][C:5]([C:4]([OH:34])=[O:3])=[CH:6][CH:7]=4)[CH2:16][CH2:15]3)=[N:18][CH:19]=2)=[O:33])[CH:30]=[CH:29][C:28]=1[I:31], predict the reactants needed to synthesize it. The reactants are: C([O:3][C:4](=[O:34])[C:5]1[CH:10]=[CH:9][C:8]([N:11]2[CH2:16][CH2:15][N:14]([C:17]3[CH:22]=[CH:21][C:20]([C:23](=[O:33])[NH:24][C:25]4[CH:30]=[CH:29][C:28]([I:31])=[C:27]([Cl:32])[CH:26]=4)=[CH:19][N:18]=3)[CH2:13][CH2:12]2)=[CH:7][CH:6]=1)C.C(C1C=C(NC(C2C=CC(N3CCN(C4C=CC(C(O)=O)=CC=4)CC3)=NC=2)=O)C=CC=1)(C)(C)C. (6) Given the product [F:23][C:24]1[CH:29]=[C:28]([C:2]2[CH:3]=[N:4][N:5]3[CH:10]=[CH:9][C:8]([N:11]4[C@@H:15]([C:16]5[CH:21]=[CH:20][CH:19]=[CH:18][N:17]=5)[CH2:14][O:13][C:12]4=[O:22])=[N:7][C:6]=23)[CH:27]=[CH:26][C:25]=1[C:39]1[N:43]=[CH:42][N:41]([CH2:44][O:45][CH2:46][CH2:47][Si:48]([CH3:51])([CH3:50])[CH3:49])[N:40]=1, predict the reactants needed to synthesize it. The reactants are: Br[C:2]1[CH:3]=[N:4][N:5]2[CH:10]=[CH:9][C:8]([N:11]3[C@@H:15]([C:16]4[CH:21]=[CH:20][CH:19]=[CH:18][N:17]=4)[CH2:14][O:13][C:12]3=[O:22])=[N:7][C:6]=12.[F:23][C:24]1[CH:29]=[C:28](B2OC(C)(C)C(C)(C)O2)[CH:27]=[CH:26][C:25]=1[C:39]1[N:43]=[CH:42][N:41]([CH2:44][O:45][CH2:46][CH2:47][Si:48]([CH3:51])([CH3:50])[CH3:49])[N:40]=1.C(=O)([O-])[O-].[Na+].[Na+].CC(C1C=C(C(C)C)C(C2C=CC=CC=2P(C2CCCCC2)C2CCCCC2)=C(C(C)C)C=1)C. (7) Given the product [Br:45][C:6]1[C:15]([Cl:16])=[CH:14][C:13]([N:17]([C:22]2[C:41]([CH:42]3[CH2:44][CH2:43]3)=[CH:40][C:25]3[C:26]([C:36](=[O:39])[NH:37][CH3:38])=[C:27]([C:29]4[CH:34]=[CH:33][C:32]([F:35])=[CH:31][CH:30]=4)[O:28][C:24]=3[CH:23]=2)[S:18]([CH3:21])(=[O:20])=[O:19])=[CH:12][C:7]=1[C:8]([O:10][CH3:11])=[O:9], predict the reactants needed to synthesize it. The reactants are: N([O-])=O.[Na+].N[C:6]1[C:15]([Cl:16])=[CH:14][C:13]([N:17]([C:22]2[C:41]([CH:42]3[CH2:44][CH2:43]3)=[CH:40][C:25]3[C:26]([C:36](=[O:39])[NH:37][CH3:38])=[C:27]([C:29]4[CH:34]=[CH:33][C:32]([F:35])=[CH:31][CH:30]=4)[O:28][C:24]=3[CH:23]=2)[S:18]([CH3:21])(=[O:20])=[O:19])=[CH:12][C:7]=1[C:8]([O:10][CH3:11])=[O:9].[BrH:45]. (8) Given the product [CH3:29][N:30]([CH3:35])[S:31](=[O:33])(=[O:32])[NH:1][CH2:2][CH:3]([OH:28])[CH2:4][C:5]1[CH:10]=[CH:9][C:8]([C:11]2[N:15]=[C:14]([C:16]3[S:17][C:18]([CH2:22][N:23]([CH2:24][CH3:25])[CH2:26][CH3:27])=[C:19]([CH3:21])[CH:20]=3)[O:13][N:12]=2)=[CH:7][CH:6]=1, predict the reactants needed to synthesize it. The reactants are: [NH2:1][CH2:2][CH:3]([OH:28])[CH2:4][C:5]1[CH:10]=[CH:9][C:8]([C:11]2[N:15]=[C:14]([C:16]3[S:17][C:18]([CH2:22][N:23]([CH2:26][CH3:27])[CH2:24][CH3:25])=[C:19]([CH3:21])[CH:20]=3)[O:13][N:12]=2)=[CH:7][CH:6]=1.[CH3:29][N:30]([CH3:35])[S:31](Cl)(=[O:33])=[O:32].